This data is from Reaction yield outcomes from USPTO patents with 853,638 reactions. The task is: Predict the reaction yield, written as a fraction of the theoretical maximum amount of product (1.0 means a 100% yield; for example, 0.34 means a 34% yield). The reactants are [F:1][C:2]1[CH:7]=[CH:6][C:5]([C:8]2[O:9][CH:10]=[C:11]([CH:13]([CH3:16])[CH2:14][NH2:15])[N:12]=2)=[CH:4][CH:3]=1.[F:17][C:18]([F:34])([F:33])[C:19]1[O:23][N:22]=[C:21]([C:24]2[CH:25]=[N:26][CH:27]=[C:28]([CH:32]=2)[C:29](O)=[O:30])[N:20]=1. No catalyst specified. The product is [F:1][C:2]1[CH:3]=[CH:4][C:5]([C:8]2[O:9][CH:10]=[C:11]([CH:13]([CH3:16])[CH2:14][NH:15][C:29](=[O:30])[C:28]3[CH:32]=[C:24]([C:21]4[N:20]=[C:19]([C:18]([F:34])([F:33])[F:17])[O:23][N:22]=4)[CH:25]=[N:26][CH:27]=3)[N:12]=2)=[CH:6][CH:7]=1. The yield is 0.280.